From a dataset of Catalyst prediction with 721,799 reactions and 888 catalyst types from USPTO. Predict which catalyst facilitates the given reaction. (1) Reactant: CN(C(ON1N=NC2C=CC=NC1=2)=[N+](C)C)C.F[P-](F)(F)(F)(F)F.[NH2:25][C:26]1[CH:34]=[C:33]([F:35])[CH:32]=[CH:31][C:27]=1[C:28]([OH:30])=O.[C:36]1([CH2:42][O:43][C@H:44]([CH3:57])[C@@H:45]([C:47]([O:49][CH2:50][C:51]2[CH:56]=[CH:55][CH:54]=[CH:53][CH:52]=2)=[O:48])[NH2:46])[CH:41]=[CH:40][CH:39]=[CH:38][CH:37]=1.C(N(C(C)C)CC)(C)C. Product: [NH2:25][C:26]1[CH:34]=[C:33]([F:35])[CH:32]=[CH:31][C:27]=1[C:28]([NH:46][C@H:45]([C:47]([O:49][CH2:50][C:51]1[CH:56]=[CH:55][CH:54]=[CH:53][CH:52]=1)=[O:48])[C@@H:44]([CH3:57])[O:43][CH2:42][C:36]1[CH:41]=[CH:40][CH:39]=[CH:38][CH:37]=1)=[O:30]. The catalyst class is: 3. (2) Reactant: [H-].[Na+].[CH3:3][O:4][C:5]1[CH:14]=[CH:13][CH:12]=[CH:11][C:6]=1[CH:7]=[CH:8][CH:9]=O.O.[CH2:16](OCC)C. Product: [CH:7](/[C:6]1[CH:11]=[CH:12][CH:13]=[CH:14][C:5]=1[O:4][CH3:3])=[CH:8]\[CH:9]=[CH2:16]. The catalyst class is: 307. (3) Reactant: F[C:2]1[N:7]=[C:6]([N:8]2[C:16]3[CH:15]=[C:14]([C:17]4[CH:22]=[N:21][CH:20]=[C:19]([CH3:23])[N:18]=4)[N:13]=[CH:12][C:11]=3[CH:10]=[N:9]2)[CH:5]=[C:4]([CH:24]2[CH2:27][O:26][CH2:25]2)[CH:3]=1.[NH:28]1[CH2:33][CH2:32][CH2:31][C@H:30]([NH:34]C(=O)OC(C)(C)C)[CH2:29]1.CN1CCOCC1. Product: [CH3:23][C:19]1[N:18]=[C:17]([C:14]2[N:13]=[CH:12][C:11]3[CH:10]=[N:9][N:8]([C:6]4[N:7]=[C:2]([N:28]5[CH2:33][CH2:32][CH2:31][C@H:30]([NH2:34])[CH2:29]5)[CH:3]=[C:4]([CH:24]5[CH2:27][O:26][CH2:25]5)[CH:5]=4)[C:16]=3[CH:15]=2)[CH:22]=[N:21][CH:20]=1. The catalyst class is: 60. (4) Reactant: [NH:1]1[CH:5]=[CH:4][CH:3]=[CH:2]1.[C:6](O)([C:8](F)(F)F)=O. Product: [NH:1]1[CH:5]=[CH:4][CH:3]=[C:2]1[CH2:3][C:2]1[NH:1][CH:5]=[CH:6][CH:8]=1. The catalyst class is: 13. (5) Reactant: [N:1]([CH2:4][CH2:5][C:6]1[C:14]2[C:9](=[CH:10][CH:11]=[C:12]([C:15]#[N:16])[CH:13]=2)[NH:8][C:7]=1[Si:17]([CH2:22][CH3:23])([CH2:20][CH3:21])[CH2:18][CH3:19])=[N+]=[N-].C1(P(C2C=CC=CC=2)C2C=CC=CC=2)C=CC=CC=1.CN(C(ON1N=NC2C=CC=NC1=2)=[N+](C)C)C.F[P-](F)(F)(F)(F)F.C(N(CC)C(C)C)(C)C.[F:76][C:77]1[CH:91]=[CH:90][C:89]([F:92])=[CH:88][C:78]=1[CH2:79][C:80]1[O:84][N:83]=[C:82]([C:85](O)=[O:86])[CH:81]=1. Product: [C:15]([C:12]1[CH:13]=[C:14]2[C:9](=[CH:10][CH:11]=1)[NH:8][C:7]([Si:17]([CH2:22][CH3:23])([CH2:20][CH3:21])[CH2:18][CH3:19])=[C:6]2[CH2:5][CH2:4][NH:1][C:85]([C:82]1[CH:81]=[C:80]([CH2:79][C:78]2[CH:88]=[C:89]([F:92])[CH:90]=[CH:91][C:77]=2[F:76])[O:84][N:83]=1)=[O:86])#[N:16]. The catalyst class is: 475. (6) The catalyst class is: 38. Product: [F:1][C:2]1[CH:3]=[C:4]2[C:8](=[CH:9][C:10]=1[C:11]1[CH:12]=[N:13][N:14]([CH3:16])[CH:15]=1)[N:7]([C:18]1[C:22]3[CH2:23][N:24]([C:27](=[O:29])[CH3:28])[CH2:25][CH2:26][C:21]=3[N:20]([CH:30]3[CH2:34][CH2:33][O:32][CH2:31]3)[N:19]=1)[CH2:6][CH2:5]2. Reactant: [F:1][C:2]1[CH:3]=[C:4]2[C:8](=[CH:9][C:10]=1[C:11]1[CH:12]=[N:13][N:14]([CH3:16])[CH:15]=1)[NH:7][CH2:6][CH2:5]2.Br[C:18]1[C:22]2[CH2:23][N:24]([C:27](=[O:29])[CH3:28])[CH2:25][CH2:26][C:21]=2[N:20]([CH:30]2[CH2:34][CH2:33][O:32][CH2:31]2)[N:19]=1.C(O[Na])(C)(C)C.COC(C)(C)C.C1(P(C2CCCCC2)C2C=CC=CC=2C2C(OC(C)C)=CC=CC=2OC(C)C)CCCCC1. (7) Reactant: [CH:1]1([N:5]2[CH2:10][CH2:9][N:8]([C:11]([C:13]3[CH:14]=[C:15]4[C:20](=[CH:21][CH:22]=3)[CH2:19][NH:18][CH2:17][CH2:16]4)=[O:12])[CH2:7][CH2:6]2)[CH2:4][CH2:3][CH2:2]1.C(Cl)CCl.C1C=CC2N(O)N=NC=2C=1.[Cl:37][C:38]1[CH:46]=[CH:45][C:41]([C:42](O)=[O:43])=[CH:40][CH:39]=1. Product: [Cl:37][C:38]1[CH:46]=[CH:45][C:41]([C:42]([N:18]2[CH2:17][CH2:16][C:15]3[C:20](=[CH:21][CH:22]=[C:13]([C:11]([N:8]4[CH2:7][CH2:6][N:5]([CH:1]5[CH2:4][CH2:3][CH2:2]5)[CH2:10][CH2:9]4)=[O:12])[CH:14]=3)[CH2:19]2)=[O:43])=[CH:40][CH:39]=1. The catalyst class is: 797.